Dataset: Reaction yield outcomes from USPTO patents with 853,638 reactions. Task: Predict the reaction yield, written as a fraction of the theoretical maximum amount of product (1.0 means a 100% yield; for example, 0.34 means a 34% yield). (1) The reactants are [CH:1]([N:4]1[CH2:9][CH2:8][CH:7]([O:10][C:11]2[CH:19]=[CH:18][C:17]3[N:16]4[C@H:20]([CH3:25])[CH2:21][NH:22][C:23](=[O:24])[C:15]4=[CH:14][C:13]=3[CH:12]=2)[CH2:6][CH2:5]1)([CH3:3])[CH3:2].[Br:26]N1C(=O)CCC1=O. No catalyst specified. The product is [Br:26][C:14]1[C:13]2[CH:12]=[C:11]([O:10][CH:7]3[CH2:8][CH2:9][N:4]([CH:1]([CH3:3])[CH3:2])[CH2:5][CH2:6]3)[CH:19]=[CH:18][C:17]=2[N:16]2[C@H:20]([CH3:25])[CH2:21][NH:22][C:23](=[O:24])[C:15]=12. The yield is 0.690. (2) The reactants are C(OC(=O)[NH:10][C@@H:11]([CH3:25])[CH2:12][NH:13][C:14]1[CH:19]=[CH:18][C:17]([O:20][C:21]([F:24])([F:23])[F:22])=[CH:16][CH:15]=1)C1C=CC=CC=1. The catalyst is C(O)C.[Pd]. The product is [F:22][C:21]([F:23])([F:24])[O:20][C:17]1[CH:16]=[CH:15][C:14]([NH:13][CH2:12][C@@H:11]([NH2:10])[CH3:25])=[CH:19][CH:18]=1. The yield is 0.720. (3) The reactants are Br[C:2]1[C:3]([O:17][CH2:18][CH2:19][CH3:20])=[C:4]2[C:9](=[CH:10][CH:11]=1)[N:8]([C:12]([O:14][CH3:15])=[O:13])[C@@H:7]([CH3:16])[CH2:6][CH2:5]2.CC1(C)C(C)(C)OB([C:29]2[CH:30]=[N:31][N:32]([CH:34]3[CH2:39][CH2:38][N:37]([C:40]([O:42][C:43]([CH3:46])([CH3:45])[CH3:44])=[O:41])[CH2:36][CH2:35]3)[CH:33]=2)O1.C(=O)([O-])[O-].[Cs+].[Cs+]. The catalyst is O1CCOCC1.O.CC(C1C=C(C(C)C)C(C2C=CC=C(P(C3CCCCC3)C3CCCCC3)C=2)=C(C(C)C)C=1)C.C1C=[C-]C(C2C(N)=CC=CC=2)=CC=1.Cl[Pd+]. The product is [C:43]([O:42][C:40]([N:37]1[CH2:36][CH2:35][CH:34]([N:32]2[CH:33]=[C:29]([C:2]3[C:3]([O:17][CH2:18][CH2:19][CH3:20])=[C:4]4[C:9](=[CH:10][CH:11]=3)[N:8]([C:12]([O:14][CH3:15])=[O:13])[C@@H:7]([CH3:16])[CH2:6][CH2:5]4)[CH:30]=[N:31]2)[CH2:39][CH2:38]1)=[O:41])([CH3:46])([CH3:44])[CH3:45]. The yield is 1.00. (4) The reactants are O1CCC[CH2:2]1.[OH:6][C:7]1[C:8]([CH:17]2[C:25]3[C:20](=[CH:21][CH:22]=[CH:23][CH:24]=3)[NH:19][C:18]2=[O:26])=[CH:9][C:10]2[O:15][CH2:14][CH2:13][O:12][C:11]=2[CH:16]=1.C(=O)([O-])[O-].[Cs+].[Cs+].ClCI. The catalyst is CN(C)C=O. The product is [NH:19]1[C:20]2[C:25](=[CH:24][CH:23]=[CH:22][CH:21]=2)[C:17]2([C:8]3[C:7](=[CH:16][C:11]4[O:12][CH2:13][CH2:14][O:15][C:10]=4[CH:9]=3)[O:6][CH2:2]2)[C:18]1=[O:26]. The yield is 0.630. (5) The yield is 1.00. The product is [O:1]=[C:2]1[N:7]([CH2:8][C:9]2[CH:10]=[CH:11][CH:12]=[CH:13][CH:14]=2)[C@@H:6]([C:15]([NH:42][CH2:35][C:36]2[CH:41]=[CH:40][CH:39]=[CH:38][CH:37]=2)=[O:17])[CH2:5][O:4][CH2:3]1. The catalyst is C(Cl)Cl. The reactants are [O:1]=[C:2]1[N:7]([CH2:8][C:9]2[CH:14]=[CH:13][CH:12]=[CH:11][CH:10]=2)[C@@H:6]([C:15]([OH:17])=O)[CH2:5][O:4][CH2:3]1.ON1C2C=CC=CC=2N=N1.CN1CCOCC1.[CH2:35]([NH2:42])[C:36]1[CH:41]=[CH:40][CH:39]=[CH:38][CH:37]=1.Cl.CN(C)CCCN=C=NCC. (6) The reactants are [CH3:1][O:2][CH2:3][C:4]1[NH:5][C:6]([NH2:9])=[N:7][N:8]=1.[CH3:10][C:11](=O)[CH2:12][CH3:13].C([BH3-])#N.[Na+].O. The catalyst is C(O)(=O)C. The product is [CH3:1][O:2][CH2:3][C:4]1[NH:5][C:6]([NH:9][CH:11]([CH3:10])[CH2:12][CH3:13])=[N:7][N:8]=1. The yield is 0.450.